Dataset: Reaction yield outcomes from USPTO patents with 853,638 reactions. Task: Predict the reaction yield, written as a fraction of the theoretical maximum amount of product (1.0 means a 100% yield; for example, 0.34 means a 34% yield). (1) The product is [OH:29][C@@H:8]([CH2:22][N:23]1[CH2:28][CH2:27][O:26][CH2:25][CH2:24]1)[CH2:9][N:10]1[CH2:16][CH2:15][CH2:14][C:13]2[NH:17][C:18]([CH:3]=[O:33])=[C:19]([CH3:20])[C:12]=2[C:11]1=[O:21]. The yield is 0.610. The reactants are [Cl-].Cl[CH:3]=[N+](C)C.O[C@@H:8]([CH2:22][N:23]1[CH2:28][CH2:27][O:26][CH2:25][CH2:24]1)[CH2:9][N:10]1[CH2:16][CH2:15][CH2:14][C:13]2[NH:17][CH:18]=[C:19]([CH3:20])[C:12]=2[C:11]1=[O:21].[OH-:29].[Na+].[Cl-].[Na+].[OH2:33]. The catalyst is ClCCl. (2) The reactants are C(OC([N:8]1[CH2:13][CH2:12][N:11]([CH2:14][C:15]2[N:20]=[C:19]3[N:21]=[C:22]([C:24]4[CH:29]=[CH:28][CH:27]=[C:26]([NH:30][C:31](=[O:41])[C:32]5[CH:37]=[CH:36][CH:35]=[C:34]([N:38]([CH3:40])[CH3:39])[CH:33]=5)[CH:25]=4)[O:23][C:18]3=[CH:17][CH:16]=2)[CH2:10][CH2:9]1)=O)(C)(C)C. The catalyst is C(O)(C(F)(F)F)=O.C(Cl)Cl. The product is [CH3:39][N:38]([CH3:40])[C:34]1[CH:33]=[C:32]([CH:37]=[CH:36][CH:35]=1)[C:31]([NH:30][C:26]1[CH:27]=[CH:28][CH:29]=[C:24]([C:22]2[O:23][C:18]3[C:19]([N:21]=2)=[N:20][C:15]([CH2:14][N:11]2[CH2:10][CH2:9][NH:8][CH2:13][CH2:12]2)=[CH:16][CH:17]=3)[CH:25]=1)=[O:41]. The yield is 1.00. (3) The reactants are [CH3:1][O:2][C:3]([C:5]1[C:10]([Cl:11])=[C:9]([NH2:12])[N:8]=[C:7]([C:13]2[CH:18]=[CH:17][C:16]([Cl:19])=[C:15]([S:20][CH3:21])[C:14]=2[F:22])[N:6]=1)=[O:4].OO.S([O-])([O-])=[O:26].[Na+].[Na+]. The catalyst is C(O)C(F)(F)F. The product is [CH3:1][O:2][C:3]([C:5]1[C:10]([Cl:11])=[C:9]([NH2:12])[N:8]=[C:7]([C:13]2[CH:18]=[CH:17][C:16]([Cl:19])=[C:15]([S:20]([CH3:21])=[O:26])[C:14]=2[F:22])[N:6]=1)=[O:4]. The yield is 0.850. (4) The reactants are [C:1]([C:4]1[CH:14]=[CH:13][C:7]2[O:8][CH2:9][C:10](=[O:12])[NH:11][C:6]=2[CH:5]=1)(=[O:3])[CH3:2].CI.[C:17](=O)([O-])[O-].[Cs+].[Cs+]. The catalyst is CN(C=O)C. The product is [C:1]([C:4]1[CH:14]=[CH:13][C:7]2[O:8][CH2:9][C:10](=[O:12])[N:11]([CH3:17])[C:6]=2[CH:5]=1)(=[O:3])[CH3:2]. The yield is 0.840. (5) The reactants are [C:1]1([CH3:10])[C:2]([C:7]([OH:9])=[O:8])=[CH:3][CH:4]=[CH:5][CH:6]=1.S(OC)(O[CH3:15])(=O)=O.C([O-])([O-])=O.[K+].[K+]. The catalyst is CC(C)=O. The product is [CH3:15][O:8][C:7](=[O:9])[C:2]1[CH:3]=[CH:4][CH:5]=[CH:6][C:1]=1[CH3:10]. The yield is 0.750. (6) The reactants are [BrH:1].N[C:3]1[C:7]2=[N:8][CH:9]=[CH:10][CH:11]=[C:6]2[S:5][C:4]=1[C:12]([O:14][CH3:15])=[O:13].N([O-])=O.[Na+].C([O-])(O)=O.[Na+]. The catalyst is O.[Cu]Br. The product is [Br:1][C:3]1[C:7]2=[N:8][CH:9]=[CH:10][CH:11]=[C:6]2[S:5][C:4]=1[C:12]([O:14][CH3:15])=[O:13]. The yield is 0.922.